From a dataset of Reaction yield outcomes from USPTO patents with 853,638 reactions. Predict the reaction yield, written as a fraction of the theoretical maximum amount of product (1.0 means a 100% yield; for example, 0.34 means a 34% yield). (1) The reactants are Cl[C:2]1[C:3]2[CH:10]=[CH:9][NH:8][C:4]=2[N:5]=[CH:6][N:7]=1.[CH:11]1([SH:17])[CH2:16][CH2:15][CH2:14][CH2:13][CH2:12]1.CC(C)([O-])C.[K+].Cl. The catalyst is C1COCC1. The product is [CH:11]1([S:17][C:2]2[C:3]3[CH:10]=[CH:9][NH:8][C:4]=3[N:5]=[CH:6][N:7]=2)[CH2:16][CH2:15][CH2:14][CH2:13][CH2:12]1. The yield is 0.220. (2) The reactants are [N+:1]([C:4]1[CH:10]=[CH:9][CH:8]=[C:7]([N+:11]([O-:13])=[O:12])[C:5]=1[NH2:6])([O-:3])=[O:2].[Br:14]Br.O. The product is [Br:14][C:9]1[CH:10]=[C:4]([N+:1]([O-:3])=[O:2])[C:5]([NH2:6])=[C:7]([N+:11]([O-:13])=[O:12])[CH:8]=1. The yield is 0.910. The catalyst is C(O)(=O)C. (3) The reactants are [Br:1][C:2]1[CH:7]=[CH:6][C:5]([C:8]2[N:12]([CH2:13][CH:14]3[CH2:17][N:16]([C:18](OC(C)(C)C)=[O:19])[CH2:15]3)[CH:11]=[N:10][N:9]=2)=[C:4]([F:25])[CH:3]=1.C(O)(C(F)(F)F)=O.CCN([CH:39]([CH3:41])[CH3:40])C(C)C.C1(C(Cl)=O)CC1. The catalyst is C(Cl)Cl. The product is [Br:1][C:2]1[CH:7]=[CH:6][C:5]([C:8]2[N:12]([CH2:13][CH:14]3[CH2:15][N:16]([C:18]([CH:39]4[CH2:41][CH2:40]4)=[O:19])[CH2:17]3)[CH:11]=[N:10][N:9]=2)=[C:4]([F:25])[CH:3]=1. The yield is 0.810. (4) The product is [C:1]1([C:13]([NH:17][CH2:18][CH2:19][CH2:20][CH2:21][CH2:22][CH2:23][C:24]([O:26][CH3:27])=[O:25])=[O:15])[C:11]2=[C:12]3[C:7](=[CH:8][CH:9]=[CH:10]2)[CH2:6][CH2:5][CH2:4][N:3]3[CH:2]=1. No catalyst specified. The yield is 0.480. The reactants are [C:1]1([C:13]([OH:15])=O)[C:11]2=[C:12]3[C:7](=[CH:8][CH:9]=[CH:10]2)[CH2:6][CH2:5][CH2:4][N:3]3[CH:2]=1.Cl.[NH2:17][CH2:18][CH2:19][CH2:20][CH2:21][CH2:22][CH2:23][C:24]([O:26][CH3:27])=[O:25].